This data is from Forward reaction prediction with 1.9M reactions from USPTO patents (1976-2016). The task is: Predict the product of the given reaction. (1) Given the reactants [C@H]1(O)CC[C@H](O)CC1.[H-].[Na+].[Si]([O:18][CH:19]1[CH2:24][CH2:23][CH:22]([O:25][C:26]2[CH:31]=[CH:30][C:29]([S:32]([CH2:35][CH3:36])(=[O:34])=[O:33])=[CH:28][C:27]=2[C:37]2[C:46]3[C:41](=[CH:42][CH:43]=[CH:44][CH:45]=3)[C:40](=[O:47])[N:39]([CH3:48])[CH:38]=2)[CH2:21][CH2:20]1)(C(C)(C)C)(C)C, predict the reaction product. The product is: [CH2:35]([S:32]([C:29]1[CH:30]=[CH:31][C:26]([O:25][C@H:22]2[CH2:21][CH2:20][C@H:19]([OH:18])[CH2:24][CH2:23]2)=[C:27]([C:37]2[C:46]3[C:41](=[CH:42][CH:43]=[CH:44][CH:45]=3)[C:40](=[O:47])[N:39]([CH3:48])[CH:38]=2)[CH:28]=1)(=[O:33])=[O:34])[CH3:36]. (2) Given the reactants [CH2:1]([N:8]([CH2:19][C:20]1[CH:25]=[CH:24][CH:23]=[CH:22][CH:21]=1)[C:9]1[CH:18]=[CH:17][CH:16]=[CH:15][C:10]=1[C:11](OC)=[O:12])[C:2]1[CH:7]=[CH:6][CH:5]=[CH:4][CH:3]=1.[CH2:26]([Mg]Br)[CH3:27].[Cl-].[NH4+], predict the reaction product. The product is: [CH2:19]([N:8]([CH2:1][C:2]1[CH:7]=[CH:6][CH:5]=[CH:4][CH:3]=1)[C:9]1[CH:18]=[CH:17][CH:16]=[CH:15][C:10]=1[C:11]1([OH:12])[CH2:27][CH2:26]1)[C:20]1[CH:21]=[CH:22][CH:23]=[CH:24][CH:25]=1. (3) Given the reactants [CH:1]([Cl:4])(Cl)Cl.[C:5]([O:8][C:9]1[CH:10]=[C:11]2[C:16](=[CH:17][C:18]=1[O:19][C:20](=[O:22])[CH3:21])[N:15]=[CH:14][NH:13]C2=O)(=[O:7])[CH3:6].C(Cl)(=O)C(Cl)=O, predict the reaction product. The product is: [Cl:4][C:1]1[C:11]2[C:16](=[CH:17][C:18]([O:19][C:20](=[O:22])[CH3:21])=[C:9]([O:8][C:5](=[O:7])[CH3:6])[CH:10]=2)[N:15]=[CH:14][N:13]=1.